Dataset: Reaction yield outcomes from USPTO patents with 853,638 reactions. Task: Predict the reaction yield, written as a fraction of the theoretical maximum amount of product (1.0 means a 100% yield; for example, 0.34 means a 34% yield). (1) The reactants are [CH3:1][C:2]1[C:6]([CH3:7])=[C:5]([NH:8][C:9](=[O:16])OCC(Cl)(Cl)Cl)[O:4][N:3]=1.[C:17]1([C:23]2[N:27]=[C:26]([N:28]3[CH2:33][CH2:32][NH:31][CH2:30][CH2:29]3)[S:25][N:24]=2)[CH:22]=[CH:21][CH:20]=[CH:19][CH:18]=1.C(N(C(C)C)CC)(C)C.O. The catalyst is CS(C)=O. The product is [CH3:1][C:2]1[C:6]([CH3:7])=[C:5]([NH:8][C:9]([N:31]2[CH2:32][CH2:33][N:28]([C:26]3[S:25][N:24]=[C:23]([C:17]4[CH:22]=[CH:21][CH:20]=[CH:19][CH:18]=4)[N:27]=3)[CH2:29][CH2:30]2)=[O:16])[O:4][N:3]=1. The yield is 0.443. (2) The reactants are [S:1]1[C:5]2[C:6](=[O:9])[NH:7][CH2:8][C:4]=2[CH:3]=[CH:2]1.[Br:10]Br. The catalyst is O.CC(O)=O. The product is [Br:10][C:2]1[S:1][C:5]2[C:6](=[O:9])[NH:7][CH2:8][C:4]=2[CH:3]=1. The yield is 0.830. (3) The reactants are [N:1]1[O:2][N:3]=[C:4]2[CH:9]=[C:8]([C:10]([OH:12])=O)[CH:7]=[CH:6][C:5]=12.CN([C:16]([O:20][N:21]1N=NC2C=CC=N[C:22]1=2)=[N+](C)C)C.F[P-](F)(F)(F)(F)F.CN. The catalyst is C(Cl)Cl.O. The product is [CH3:16][O:20][N:21]([CH3:22])[C:10]([C:8]1[CH:7]=[CH:6][C:5]2=[N:1][O:2][N:3]=[C:4]2[CH:9]=1)=[O:12]. The yield is 0.790. (4) The reactants are Br[C:2]1[C:3]([N:9]2[CH2:14][CH2:13][O:12][CH2:11][CH2:10]2)=[N:4][C:5]([Cl:8])=[CH:6][N:7]=1.[CH3:15][O-:16].[Na+]. The catalyst is CO. The product is [Cl:8][C:5]1[N:4]=[C:3]([N:9]2[CH2:14][CH2:13][O:12][CH2:11][CH2:10]2)[C:2]([O:16][CH3:15])=[N:7][CH:6]=1. The yield is 0.760.